This data is from Full USPTO retrosynthesis dataset with 1.9M reactions from patents (1976-2016). The task is: Predict the reactants needed to synthesize the given product. (1) Given the product [CH2:1]([O:8][C:9]1[CH:18]=[C:17]2[C:12]([CH2:13][CH2:14][C:15](=[O:22])[N:16]2[CH2:19][CH2:20][NH:21][C:28](=[O:29])[CH3:27])=[CH:11][CH:10]=1)[C:2]1[CH:7]=[CH:6][CH:5]=[CH:4][CH:3]=1, predict the reactants needed to synthesize it. The reactants are: [CH2:1]([O:8][C:9]1[CH:18]=[C:17]2[C:12]([CH2:13][CH2:14][C:15](=[O:22])[N:16]2[CH2:19][C:20]#[N:21])=[CH:11][CH:10]=1)[C:2]1[CH:7]=[CH:6][CH:5]=[CH:4][CH:3]=1.BrCC#N.[CH3:27][CH2:28][OH:29].CC(OC(C)=O)=O. (2) Given the product [Cl:1][C:2]1[CH:3]=[N:4][C:5]2[N:6]([N:8]=[C:9]([C:11]([N:16]3[CH2:17][CH2:18][C:19]4[C:20]([CH3:25])([CH3:24])[CH:21]=[CH:22][C:23]=4[CH:15]3[CH3:14])=[O:13])[CH:10]=2)[CH:7]=1, predict the reactants needed to synthesize it. The reactants are: [Cl:1][C:2]1[CH:3]=[N:4][C:5]2[N:6]([N:8]=[C:9]([C:11]([OH:13])=O)[CH:10]=2)[CH:7]=1.[CH3:14][CH:15]1[C:23]2[CH:22]=[CH:21][C:20]([CH3:25])([CH3:24])[C:19]=2[CH2:18][CH2:17][NH:16]1. (3) Given the product [NH2:1][C:2]1[N:7]=[CH:6][N:5]=[C:4]2[N:8]([CH2:12][C:13]3[O:14][C:15]4[C:20]([C:21](=[O:29])[C:22]=3[C:23]3[CH:28]=[CH:27][CH:26]=[CH:25][CH:24]=3)=[CH:19][CH:18]=[CH:17][CH:16]=4)[N:9]=[C:10]([C:32]3[CH:31]=[N:30][CH:35]=[CH:34][CH:33]=3)[C:3]=12, predict the reactants needed to synthesize it. The reactants are: [NH2:1][C:2]1[N:7]=[CH:6][N:5]=[C:4]2[N:8]([CH2:12][C:13]3[O:14][C:15]4[C:20]([C:21](=[O:29])[C:22]=3[C:23]3[CH:28]=[CH:27][CH:26]=[CH:25][CH:24]=3)=[CH:19][CH:18]=[CH:17][CH:16]=4)[N:9]=[C:10](I)[C:3]=12.[N:30]1[CH:35]=[CH:34][CH:33]=[C:32](B(O)O)[CH:31]=1.C(=O)([O-])[O-].[Na+].[Na+].ClCCl. (4) Given the product [F:26][C:2]([F:25])([F:1])[CH2:3][CH:4]([OH:24])[CH2:5][O:6][C:7]1[CH:15]=[CH:14][CH:13]=[C:12]2[C:8]=1[CH:9]=[CH:10][N:11]2[C:16]1[CH:21]=[CH:20][N:19]=[C:18]([S:22]([CH3:23])=[O:35])[N:17]=1, predict the reactants needed to synthesize it. The reactants are: [F:1][C:2]([F:26])([F:25])[CH2:3][CH:4]([OH:24])[CH2:5][O:6][C:7]1[CH:15]=[CH:14][CH:13]=[C:12]2[C:8]=1[CH:9]=[CH:10][N:11]2[C:16]1[CH:21]=[CH:20][N:19]=[C:18]([S:22][CH3:23])[N:17]=1.C1C=C(Cl)C=C(C(OO)=[O:35])C=1. (5) Given the product [CH3:7][C:4]([CH3:5])([O:3][C:1](=[O:2])[NH:8][C@@H:9]([CH2:10][CH2:11][S:12][CH3:13])[C:14](=[O:16])[NH:134][C@H:130]([C:131]([OH:133])=[O:132])[CH2:129][S:128][CH2:127]/[CH:126]=[C:125](\[CH3:135])/[CH2:124][CH2:123]/[CH:122]=[C:121](\[CH3:136])/[CH2:120][CH2:119][CH:118]=[C:117]([CH3:137])[CH3:116])[CH3:6], predict the reactants needed to synthesize it. The reactants are: [C:1]([NH:8][C@H:9]([C:14]([OH:16])=O)[CH2:10][CH2:11][S:12][CH3:13])([O:3][C:4]([CH3:7])([CH3:6])[CH3:5])=[O:2].C[C@@H](O)[C@@H]1NC(=O)[C@H](CCN)NC(=O)[C@H](CCN)NC(=O)[C@H](CC(C)C)NC(=O)[C@@H](CC2C=CC=CC=2)NC(=O)[C@H](CCN)NC(=O)[C@@H](NC([C@@H](N)CCN)=O)CCNC1=O.OS(O)(=O)=O.CN(C(ON1N=NC2C=CC=NC1=2)=[N+](C)C)C.F[P-](F)(F)(F)(F)F.C(N(CC)C(C)C)(C)C.[CH3:116][C:117]([CH3:137])=[CH:118][CH2:119][CH2:120]/[C:121](/[CH3:136])=[CH:122]/[CH2:123][CH2:124]/[C:125](/[CH3:135])=[CH:126]/[CH2:127][S:128][CH2:129][C@H:130]([NH2:134])[C:131]([OH:133])=[O:132]. (6) Given the product [CH3:1][N:2]1[CH2:7][CH2:6][CH2:5][CH:4]([CH2:8][O:9][C:10]2[CH:11]=[CH:12][C:13]([NH:16][CH:18]=[C:19]3[C:27]4[C:22](=[CH:23][CH:24]=[CH:25][CH:26]=4)[NH:21][C:20]3=[O:28])=[CH:14][CH:15]=2)[CH2:3]1, predict the reactants needed to synthesize it. The reactants are: [CH3:1][N:2]1[CH2:7][CH2:6][CH2:5][CH:4]([CH2:8][O:9][C:10]2[CH:15]=[CH:14][C:13]([NH2:16])=[CH:12][CH:11]=2)[CH2:3]1.O[CH:18]=[C:19]1[C:27]2[C:22](=[CH:23][CH:24]=[CH:25][CH:26]=2)[NH:21][C:20]1=[O:28].